Task: Predict the reactants needed to synthesize the given product.. Dataset: Full USPTO retrosynthesis dataset with 1.9M reactions from patents (1976-2016) (1) Given the product [Cl:1][C:2]1[N:7]=[CH:6][N:5]=[C:4]([NH:10][C:11]2[CH:16]=[CH:15][CH:14]=[CH:13][CH:12]=2)[C:3]=1[CH3:9], predict the reactants needed to synthesize it. The reactants are: [Cl:1][C:2]1[N:7]=[CH:6][N:5]=[C:4](O)[C:3]=1[CH3:9].[NH2:10][C:11]1[CH:16]=[CH:15][CH:14]=[CH:13][CH:12]=1. (2) The reactants are: [C:1]([O:5][C:6]([N:8]1[CH2:13][CH2:12][N:11]([C:14]2[CH:19]=[CH:18][C:17]([N+:20]([O-])=O)=[CH:16][CH:15]=2)[CH2:10][CH2:9]1)=[O:7])([CH3:4])([CH3:3])[CH3:2]. Given the product [C:1]([O:5][C:6]([N:8]1[CH2:13][CH2:12][N:11]([C:14]2[CH:15]=[CH:16][C:17]([NH2:20])=[CH:18][CH:19]=2)[CH2:10][CH2:9]1)=[O:7])([CH3:4])([CH3:2])[CH3:3], predict the reactants needed to synthesize it. (3) Given the product [C:21]([C:20]1[C:15]([NH:14][CH2:13][C@H:10]2[CH2:9][CH2:8][C@H:7]([NH:6][CH2:2][C:3]([NH2:5])=[O:4])[CH2:12][CH2:11]2)=[N:16][C:17]([NH:23][CH2:24][C:25]2[CH:30]=[CH:29][CH:28]=[CH:27][C:26]=2[O:31][C:32]([F:33])([F:34])[F:35])=[N:18][CH:19]=1)#[N:22], predict the reactants needed to synthesize it. The reactants are: Br[CH2:2][C:3]([NH2:5])=[O:4].[NH2:6][C@H:7]1[CH2:12][CH2:11][C@H:10]([CH2:13][NH:14][C:15]2[C:20]([C:21]#[N:22])=[CH:19][N:18]=[C:17]([NH:23][CH2:24][C:25]3[CH:30]=[CH:29][CH:28]=[CH:27][C:26]=3[O:31][C:32]([F:35])([F:34])[F:33])[N:16]=2)[CH2:9][CH2:8]1.CCN(C(C)C)C(C)C. (4) Given the product [C:1]([CH:3]([C:4]1[C:12]([O:13][CH3:14])=[CH:11][C:10]([CH3:15])=[C:9]2[C:5]=1[CH:6]=[CH:7][N:8]2[C:16]([O:18][C:19]([CH3:22])([CH3:21])[CH3:20])=[O:17])[CH3:23])#[N:2], predict the reactants needed to synthesize it. The reactants are: [C:1]([CH2:3][C:4]1[C:12]([O:13][CH3:14])=[CH:11][C:10]([CH3:15])=[C:9]2[C:5]=1[CH:6]=[CH:7][N:8]2[C:16]([O:18][C:19]([CH3:22])([CH3:21])[CH3:20])=[O:17])#[N:2].[CH3:23][Si]([N-][Si](C)(C)C)(C)C.[Li+]. (5) The reactants are: Cl[C:2]1[C:19]2[CH:18]=[CH:17][C:16]3[C:7](=[CH:8][CH:9]=[C:10]4[C:15]=3[N:14]=[C:13]([CH3:20])[CH:12]=[C:11]4Cl)[C:6]=2[N:5]=[C:4]([CH3:22])[CH:3]=1.[C:23]1([C:32]2[CH:37]=[CH:36][CH:35]=[CH:34][CH:33]=2)[CH:28]=[CH:27][CH:26]=[C:25](B(O)O)[CH:24]=1.C(=O)([O-])[O-].[Na+].[Na+]. Given the product [CH3:22][C:4]1[CH:3]=[C:2]([C:34]2[CH:35]=[CH:36][CH:37]=[C:32]([C:23]3[CH:28]=[CH:27][CH:26]=[CH:25][CH:24]=3)[CH:33]=2)[C:19]2[CH:18]=[CH:17][C:16]3[C:7]([C:6]=2[N:5]=1)=[CH:8][CH:9]=[C:10]1[C:15]=3[N:14]=[C:13]([CH3:20])[CH:12]=[C:11]1[C:25]1[CH:26]=[CH:27][CH:28]=[C:23]([C:32]2[CH:37]=[CH:36][CH:35]=[CH:34][CH:33]=2)[CH:24]=1, predict the reactants needed to synthesize it. (6) The reactants are: [CH3:1][CH:2]([CH3:5])[C:3]#[CH:4].C(N(CC)CC)C.Br[C:14]1[CH:35]=[CH:34][C:17]([C:18]([NH:20][S:21]([C:24]2[CH:29]=[CH:28][CH:27]=[CH:26][C:25]=2[S:30](=[O:33])(=[O:32])[NH2:31])(=[O:23])=[O:22])=[O:19])=[CH:16][CH:15]=1. Given the product [CH3:1][CH:2]([CH3:5])[C:3]#[C:4][C:14]1[CH:35]=[CH:34][C:17]([C:18]([NH:20][S:21]([C:24]2[CH:29]=[CH:28][CH:27]=[CH:26][C:25]=2[S:30](=[O:33])(=[O:32])[NH2:31])(=[O:22])=[O:23])=[O:19])=[CH:16][CH:15]=1, predict the reactants needed to synthesize it. (7) Given the product [CH3:24][O:25][C:26](=[O:40])[C:27]([C:30]1[CH:35]=[CH:34][C:33]([NH:36][C:37]([N:17]([C:16]2[N:8]([C:5]3[CH:6]=[CH:7][C:2]([Cl:1])=[CH:3][CH:4]=3)[N:9]=[C:10]3[C:15]=2[CH:14]=[CH:13][CH:12]=[CH:11]3)[CH:18]2[CH2:23][CH2:22][CH2:21][CH2:20][CH2:19]2)=[O:38])=[C:32]([F:39])[CH:31]=1)([CH3:29])[CH3:28], predict the reactants needed to synthesize it. The reactants are: [Cl:1][C:2]1[CH:7]=[CH:6][C:5]([N:8]2[C:16]([NH:17][CH:18]3[CH2:23][CH2:22][CH2:21][CH2:20][CH2:19]3)=[C:15]3[C:10]([CH:11]=[CH:12][CH:13]=[CH:14]3)=[N:9]2)=[CH:4][CH:3]=1.[CH3:24][O:25][C:26](=[O:40])[C:27]([C:30]1[CH:35]=[CH:34][C:33]([N:36]=[C:37]=[O:38])=[C:32]([F:39])[CH:31]=1)([CH3:29])[CH3:28].CCN(CC)CC. (8) The reactants are: CCN(C(C)C)C(C)C.[N:10]1([C:14]([C:16]2[CH:36]=[CH:35][C:19]([O:20][C:21]3[CH:22]=[C:23]([CH:27]=[C:28]([O:30][C@@H:31]([CH3:34])[CH2:32][OH:33])[CH:29]=3)[C:24](O)=[O:25])=[C:18]([F:37])[CH:17]=2)=[O:15])[CH2:13][CH2:12][CH2:11]1.[CH3:38][N:39]1[CH:43]=[CH:42][C:41]([NH2:44])=[N:40]1. Given the product [N:10]1([C:14]([C:16]2[CH:36]=[CH:35][C:19]([O:20][C:21]3[CH:22]=[C:23]([CH:27]=[C:28]([O:30][C@@H:31]([CH3:34])[CH2:32][OH:33])[CH:29]=3)[C:24]([NH:44][C:41]3[CH:42]=[CH:43][N:39]([CH3:38])[N:40]=3)=[O:25])=[C:18]([F:37])[CH:17]=2)=[O:15])[CH2:11][CH2:12][CH2:13]1, predict the reactants needed to synthesize it. (9) Given the product [F:20][C:17]1[CH:18]=[CH:19][C:14]([C:12]#[C:13][C:2]2[CH:3]=[N:4][C:5]3[N:6]([N:8]=[C:9]([CH3:11])[CH:10]=3)[CH:7]=2)=[CH:15][CH:16]=1, predict the reactants needed to synthesize it. The reactants are: Br[C:2]1[CH:3]=[N:4][C:5]2[N:6]([N:8]=[C:9]([CH3:11])[CH:10]=2)[CH:7]=1.[C:12]([C:14]1[CH:19]=[CH:18][C:17]([F:20])=[CH:16][CH:15]=1)#[CH:13]. (10) Given the product [Cl:34][C:18]1[C:19]([NH:21][C:22]2[C:31]([F:32])=[CH:30][C:29]([F:33])=[CH:28][C:23]=2[C:24]([NH:26][CH3:27])=[O:25])=[N:20][C:15]([NH:1][C:2]2[CH:3]=[CH:4][C:5]3[CH2:11][CH2:10][CH2:9][C:8](=[O:12])[NH:7][C:6]=3[CH:13]=2)=[N:16][CH:17]=1, predict the reactants needed to synthesize it. The reactants are: [NH2:1][C:2]1[CH:3]=[CH:4][C:5]2[CH2:11][CH2:10][CH2:9][C:8](=[O:12])[NH:7][C:6]=2[CH:13]=1.Cl[C:15]1[N:20]=[C:19]([NH:21][C:22]2[C:31]([F:32])=[CH:30][C:29]([F:33])=[CH:28][C:23]=2[C:24]([NH:26][CH3:27])=[O:25])[C:18]([Cl:34])=[CH:17][N:16]=1.